This data is from NCI-60 drug combinations with 297,098 pairs across 59 cell lines. The task is: Regression. Given two drug SMILES strings and cell line genomic features, predict the synergy score measuring deviation from expected non-interaction effect. (1) Drug 1: C1=C(C(=O)NC(=O)N1)N(CCCl)CCCl. Drug 2: CN(C)C1=NC(=NC(=N1)N(C)C)N(C)C. Cell line: OVCAR-5. Synergy scores: CSS=11.4, Synergy_ZIP=9.81, Synergy_Bliss=11.5, Synergy_Loewe=-2.80, Synergy_HSA=8.01. (2) Drug 1: C1=CC=C(C=C1)NC(=O)CCCCCCC(=O)NO. Drug 2: CN1C2=C(C=C(C=C2)N(CCCl)CCCl)N=C1CCCC(=O)O.Cl. Cell line: NCI-H460. Synergy scores: CSS=16.3, Synergy_ZIP=-5.90, Synergy_Bliss=0.0713, Synergy_Loewe=-0.305, Synergy_HSA=-0.253. (3) Drug 1: CC1=C(C(CCC1)(C)C)C=CC(=CC=CC(=CC(=O)O)C)C. Drug 2: CCCCC(=O)OCC(=O)C1(CC(C2=C(C1)C(=C3C(=C2O)C(=O)C4=C(C3=O)C=CC=C4OC)O)OC5CC(C(C(O5)C)O)NC(=O)C(F)(F)F)O. Cell line: SN12C. Synergy scores: CSS=37.4, Synergy_ZIP=-4.97, Synergy_Bliss=-3.06, Synergy_Loewe=-12.6, Synergy_HSA=-2.05. (4) Drug 1: CS(=O)(=O)C1=CC(=C(C=C1)C(=O)NC2=CC(=C(C=C2)Cl)C3=CC=CC=N3)Cl. Drug 2: CN(C(=O)NC(C=O)C(C(C(CO)O)O)O)N=O. Cell line: HT29. Synergy scores: CSS=3.91, Synergy_ZIP=-1.92, Synergy_Bliss=-6.90, Synergy_Loewe=-11.4, Synergy_HSA=-9.53. (5) Drug 1: C1=CN(C(=O)N=C1N)C2C(C(C(O2)CO)O)O.Cl. Drug 2: COC1=C2C(=CC3=C1OC=C3)C=CC(=O)O2. Cell line: HCC-2998. Synergy scores: CSS=41.1, Synergy_ZIP=-0.430, Synergy_Bliss=-3.22, Synergy_Loewe=-27.9, Synergy_HSA=-5.01. (6) Synergy scores: CSS=57.7, Synergy_ZIP=6.55, Synergy_Bliss=7.34, Synergy_Loewe=-6.30, Synergy_HSA=8.04. Cell line: A549. Drug 1: CC1CCC2CC(C(=CC=CC=CC(CC(C(=O)C(C(C(=CC(C(=O)CC(OC(=O)C3CCCCN3C(=O)C(=O)C1(O2)O)C(C)CC4CCC(C(C4)OC)OCCO)C)C)O)OC)C)C)C)OC. Drug 2: CC1CCCC2(C(O2)CC(NC(=O)CC(C(C(=O)C(C1O)C)(C)C)O)C(=CC3=CSC(=N3)C)C)C.